From a dataset of Catalyst prediction with 721,799 reactions and 888 catalyst types from USPTO. Predict which catalyst facilitates the given reaction. (1) Reactant: [N:1]1[CH:6]=[CH:5][CH:4]=[CH:3][C:2]=1[NH:7][C:8]1[CH:33]=[CH:32][C:11]([O:12][C:13]2[C:14]([C:19]3[CH2:24][CH2:23][N:22](C(OC(C)(C)C)=O)[CH2:21][CH:20]=3)=[N:15][CH:16]=[CH:17][N:18]=2)=[CH:10][CH:9]=1.C(Cl)[Cl:35].[ClH:37]. Product: [ClH:35].[ClH:37].[NH:22]1[CH2:21][CH2:20][CH:19]([C:14]2[C:13]([O:12][C:11]3[CH:32]=[CH:33][C:8]([NH:7][C:2]4[CH:3]=[CH:4][CH:5]=[CH:6][N:1]=4)=[CH:9][CH:10]=3)=[N:18][CH:17]=[CH:16][N:15]=2)[CH2:24][CH2:23]1. The catalyst class is: 12. (2) Reactant: CN(C=O)C.CC(C)([O-])C.[K+].[OH:12][C:13]1[CH:14]=[N:15][CH:16]=[CH:17][CH:18]=1.[CH3:19][Si:20]([CH2:23][CH2:24][O:25][CH2:26]Cl)([CH3:22])[CH3:21]. Product: [CH3:19][Si:20]([CH3:22])([CH3:21])[CH2:23][CH2:24][O:25][CH2:26][O:12][C:13]1[CH:14]=[N:15][CH:16]=[CH:17][CH:18]=1. The catalyst class is: 90. (3) Reactant: [C:1](=[O:4])([O-])[O-].[Cs+].[Cs+].O=[C:8]1[N:13]([C:14]2[CH:19]=[CH:18][N:17]=[C:16]([C:20]([F:23])([F:22])[F:21])[CH:15]=2)[C:12]2[CH2:24][CH2:25][C:26](=[O:27])[C:11]=2[CH:10]([C:28]2[CH:35]=[CH:34][C:31]([C:32]#[N:33])=[CH:30][CH:29]=2)[NH:9]1.CI. Product: [CH3:8][N:9]1[CH:10]([C:28]2[CH:29]=[CH:30][C:31]([C:32]#[N:33])=[CH:34][CH:35]=2)[C:11]2[C:26](=[O:27])[CH2:25][CH2:24][C:12]=2[N:13]([C:14]2[CH:19]=[CH:18][N:17]=[C:16]([C:20]([F:22])([F:21])[F:23])[CH:15]=2)[C:1]1=[O:4]. The catalyst class is: 9. (4) Reactant: Br[C:2]1[CH:3]=[CH:4][C:5]([O:10][CH:11]2[CH2:16][CH2:15][CH2:14][O:13][CH2:12]2)=[C:6]([CH:9]=1)[C:7]#[N:8].[B:17]1([B:17]2[O:21][C:20]([CH3:23])([CH3:22])[C:19]([CH3:25])([CH3:24])[O:18]2)[O:21][C:20]([CH3:23])([CH3:22])[C:19]([CH3:25])([CH3:24])[O:18]1.C([O-])(=O)C.[K+].ClCCl. Product: [O:13]1[CH2:14][CH2:15][CH2:16][CH:11]([O:10][C:5]2[CH:4]=[CH:3][C:2]([B:17]3[O:21][C:20]([CH3:23])([CH3:22])[C:19]([CH3:25])([CH3:24])[O:18]3)=[CH:9][C:6]=2[C:7]#[N:8])[CH2:12]1. The catalyst class is: 12. (5) Reactant: [CH3:1][O:2][C:3](=[O:16])[C:4]([CH3:15])([C:6]1[CH:7]=[N:8][C:9]([N+:12]([O-])=O)=[CH:10][CH:11]=1)[CH3:5].[H][H]. Product: [CH3:1][O:2][C:3](=[O:16])[C:4]([C:6]1[CH:7]=[N:8][C:9]([NH2:12])=[CH:10][CH:11]=1)([CH3:15])[CH3:5]. The catalyst class is: 123. (6) Reactant: Cl.[C:2]1([S:8]([C:11]2[CH:12]=[N:13][C:14]([CH2:17][NH:18]C(=O)OC(C)(C)C)=[N:15][CH:16]=2)(=[O:10])=[O:9])[CH:7]=[CH:6][CH:5]=[CH:4][CH:3]=1.[OH-].[Na+]. Product: [C:2]1([S:8]([C:11]2[CH:12]=[N:13][C:14]([CH2:17][NH2:18])=[N:15][CH:16]=2)(=[O:10])=[O:9])[CH:3]=[CH:4][CH:5]=[CH:6][CH:7]=1. The catalyst class is: 4.